Regression. Given two drug SMILES strings and cell line genomic features, predict the synergy score measuring deviation from expected non-interaction effect. From a dataset of NCI-60 drug combinations with 297,098 pairs across 59 cell lines. (1) Drug 1: CC1C(C(CC(O1)OC2CC(CC3=C2C(=C4C(=C3O)C(=O)C5=C(C4=O)C(=CC=C5)OC)O)(C(=O)CO)O)N)O.Cl. Drug 2: C1=NC2=C(N1)C(=S)N=CN2. Cell line: SK-MEL-2. Synergy scores: CSS=34.7, Synergy_ZIP=2.30, Synergy_Bliss=8.48, Synergy_Loewe=-26.2, Synergy_HSA=1.04. (2) Drug 2: COC1=C2C(=CC3=C1OC=C3)C=CC(=O)O2. Cell line: NCI-H522. Synergy scores: CSS=-3.77, Synergy_ZIP=4.71, Synergy_Bliss=2.34, Synergy_Loewe=-6.14, Synergy_HSA=-5.90. Drug 1: CCCCCOC(=O)NC1=NC(=O)N(C=C1F)C2C(C(C(O2)C)O)O.